This data is from Catalyst prediction with 721,799 reactions and 888 catalyst types from USPTO. The task is: Predict which catalyst facilitates the given reaction. (1) Reactant: [Cl:1][C:2]1[CH:7]=[CH:6][C:5]([C:8]2[C:13]([C:14](O)=[O:15])=[C:12]([CH3:17])[N:11]=[CH:10][CH:9]=2)=[C:4]([F:18])[CH:3]=1.C(Cl)(=O)C(Cl)=O.C[N:26](C=O)C.[Cl-].[NH4+]. Product: [Cl:1][C:2]1[CH:7]=[CH:6][C:5]([C:8]2[C:13]([C:14]([NH2:26])=[O:15])=[C:12]([CH3:17])[N:11]=[CH:10][CH:9]=2)=[C:4]([F:18])[CH:3]=1. The catalyst class is: 2. (2) Reactant: C(O[C:4](=[O:24])[C:5](=[CH:11][NH:12][C:13]1[N:17]([C:18]2[CH:23]=[CH:22][CH:21]=[CH:20][CH:19]=2)[N:16]=[CH:15][CH:14]=1)[C:6]([O:8][CH2:9][CH3:10])=[O:7])C.C(OCC)(=O)C1C(=CC=CC=1)C(OCC)=O. Product: [OH:24][C:4]1[C:5]([C:6]([O:8][CH2:9][CH3:10])=[O:7])=[CH:11][N:12]=[C:13]2[N:17]([C:18]3[CH:19]=[CH:20][CH:21]=[CH:22][CH:23]=3)[N:16]=[CH:15][C:14]=12. The catalyst class is: 81. (3) Reactant: [H-].[Al+3].[Li+].[H-].[H-].[H-].[OH:7][C:8]12[CH2:17][CH:12]3[CH2:13][CH:14]([CH2:16][CH:10]([CH:11]3[NH:18][C:19]([C@@H:21]3[CH2:25][C:24]([F:27])([F:26])[CH2:23][NH:22]3)=O)[CH2:9]1)[CH2:15]2. Product: [F:27][C:24]1([F:26])[CH2:23][NH:22][C@H:21]([CH2:19][NH:18][CH:11]2[CH:12]3[CH2:17][C:8]4([OH:7])[CH2:15][CH:14]([CH2:16][CH:10]2[CH2:9]4)[CH2:13]3)[CH2:25]1. The catalyst class is: 1. (4) Reactant: [C:1]([O:5][C:6](=[O:15])[NH:7][C@H:8]1[CH2:13][CH2:12][C@H:11]([OH:14])[CH2:10][CH2:9]1)([CH3:4])([CH3:3])[CH3:2].[H-].[Na+].[CH2:18]1OCCOCCOCCOCCOC1.IC. Product: [C:1]([O:5][C:6](=[O:15])[NH:7][C@H:8]1[CH2:9][CH2:10][C@H:11]([O:14][CH3:18])[CH2:12][CH2:13]1)([CH3:4])([CH3:2])[CH3:3]. The catalyst class is: 83.